Dataset: Catalyst prediction with 721,799 reactions and 888 catalyst types from USPTO. Task: Predict which catalyst facilitates the given reaction. (1) Reactant: [C:1](OC(=O)C)(=[O:3])[CH3:2].[NH2:8][CH2:9][CH:10]1[O:14][C:13](=[O:15])[N:12]([C:16]2[CH:17]=[C:18]3[C:22](=[CH:23][CH:24]=2)[N:21]([CH:25]([CH3:28])[CH2:26][F:27])[C:20](=[O:29])[CH2:19]3)[CH2:11]1.C(N(CC)C(C)C)(C)C. Product: [F:27][CH2:26][CH:25]([N:21]1[C:22]2[C:18](=[CH:17][C:16]([N:12]3[CH2:11][C@H:10]([CH2:9][NH:8][C:1](=[O:3])[CH3:2])[O:14][C:13]3=[O:15])=[CH:24][CH:23]=2)[CH2:19][C:20]1=[O:29])[CH3:28]. The catalyst class is: 4. (2) Reactant: C(O[C:4](=[O:31])[C:5]1[CH:10]=[CH:9][C:8]([C:11]2[CH:16]=[N:15][N:14]3[C:17]([C:20]4[CH:25]=[CH:24][CH:23]=[C:22]([N:26]5[CH:30]=[CH:29][CH:28]=[N:27]5)[CH:21]=4)=[CH:18][N:19]=[C:13]3[CH:12]=2)=[CH:7][CH:6]=1)C.[CH2:32]([CH2:34][NH2:35])[OH:33].C([O-])([O-])=O.[K+].[K+]. Product: [OH:33][CH2:32][CH2:34][NH:35][C:4](=[O:31])[C:5]1[CH:10]=[CH:9][C:8]([C:11]2[CH:16]=[N:15][N:14]3[C:17]([C:20]4[CH:25]=[CH:24][CH:23]=[C:22]([N:26]5[CH:30]=[CH:29][CH:28]=[N:27]5)[CH:21]=4)=[CH:18][N:19]=[C:13]3[CH:12]=2)=[CH:7][CH:6]=1. The catalyst class is: 14. (3) Reactant: [OH-].[Na+].[C:3]([C:5]1[CH:10]=[CH:9][C:8]([C:11]2[CH:16]=[CH:15][N:14]=[CH:13][C:12]=2[S:17][C:18]([CH3:25])([CH3:24])[C:19]([O:21]CC)=[O:20])=[CH:7][CH:6]=1)#[N:4]. Product: [C:3]([C:5]1[CH:6]=[CH:7][C:8]([C:11]2[CH:16]=[CH:15][N:14]=[CH:13][C:12]=2[S:17][C:18]([CH3:25])([CH3:24])[C:19]([OH:21])=[O:20])=[CH:9][CH:10]=1)#[N:4]. The catalyst class is: 5. (4) Reactant: B(Br)(Br)Br.[CH2:5]([C:7]1[C:30]([F:31])=[CH:29][C:10]([O:11][C:12]2[CH:27]=[CH:26][C:15]([C:16]([N:18]3[CH2:23][C:22](=[O:24])[NH:21][C:20](=[O:25])[CH2:19]3)=[O:17])=[CH:14][C:13]=2[F:28])=[C:9]([O:32]C)[CH:8]=1)[CH3:6].[Cl-].[NH4+]. Product: [CH2:5]([C:7]1[C:30]([F:31])=[CH:29][C:10]([O:11][C:12]2[CH:27]=[CH:26][C:15]([C:16]([N:18]3[CH2:19][C:20](=[O:25])[NH:21][C:22](=[O:24])[CH2:23]3)=[O:17])=[CH:14][C:13]=2[F:28])=[C:9]([OH:32])[CH:8]=1)[CH3:6]. The catalyst class is: 4. (5) Reactant: [C:1]([O:5][C:6]([N:8]1[C@@H:13]([C@@H:14]([OH:24])[C@@H:15]([NH2:23])[CH2:16][C:17]2[CH:22]=[CH:21][CH:20]=[CH:19][CH:18]=2)[CH2:12][O:11][C@@H:10]([CH2:25][CH2:26][CH:27]2[CH2:32][CH2:31][CH2:30][CH2:29][CH2:28]2)[CH2:9]1)=[O:7])([CH3:4])([CH3:3])[CH3:2].C(N(CC)CC)C.[C:40](OC(=O)C)(=[O:42])[CH3:41]. The catalyst class is: 217. Product: [C:1]([O:5][C:6]([N:8]1[C@@H:13]([C@@H:14]([OH:24])[C@@H:15]([NH:23][C:40](=[O:42])[CH3:41])[CH2:16][C:17]2[CH:22]=[CH:21][CH:20]=[CH:19][CH:18]=2)[CH2:12][O:11][C@@H:10]([CH2:25][CH2:26][CH:27]2[CH2:32][CH2:31][CH2:30][CH2:29][CH2:28]2)[CH2:9]1)=[O:7])([CH3:4])([CH3:2])[CH3:3].